From a dataset of Reaction yield outcomes from USPTO patents with 853,638 reactions. Predict the reaction yield, written as a fraction of the theoretical maximum amount of product (1.0 means a 100% yield; for example, 0.34 means a 34% yield). The reactants are [CH:1](=[O:5])[CH2:2][CH2:3][CH3:4].[N+:6](/[CH:9]=[CH:10]/[C:11]1[CH:16]=[CH:15][CH:14]=[CH:13][CH:12]=1)([O-:8])=[O:7].CCOCC.[Na+].[Cl-]. The catalyst is C(Cl)(Cl)Cl. The product is [N+:6]([CH2:9][C@@H:10]([C:11]1[CH:16]=[CH:15][CH:14]=[CH:13][CH:12]=1)[C:1](=[O:5])[CH2:2][CH2:3][CH3:4])([O-:8])=[O:7]. The yield is 0.800.